The task is: Predict the reaction yield, written as a fraction of the theoretical maximum amount of product (1.0 means a 100% yield; for example, 0.34 means a 34% yield).. This data is from Reaction yield outcomes from USPTO patents with 853,638 reactions. (1) The reactants are [CH2:1]([N:8]1[C:16]2[C:11](=[CH:12][C:13](Br)=[CH:14][CH:15]=2)[CH:10]=[CH:9]1)[C:2]1[CH:7]=[CH:6][CH:5]=[CH:4][CH:3]=1.[F:18][C:19]([F:30])([F:29])[C:20]1[CH:25]=[CH:24][C:23](B(O)O)=[CH:22][CH:21]=1.C(=O)([O-])[O-].[K+].[K+].C1(C)C=CC=CC=1. The catalyst is O.C(O)C.[Pd].C1(P(C2C=CC=CC=2)C2C=CC=CC=2)C=CC=CC=1.C1(P(C2C=CC=CC=2)C2C=CC=CC=2)C=CC=CC=1.C1(P(C2C=CC=CC=2)C2C=CC=CC=2)C=CC=CC=1.C1(P(C2C=CC=CC=2)C2C=CC=CC=2)C=CC=CC=1. The product is [CH2:1]([N:8]1[C:16]2[C:11](=[CH:12][C:13]([C:23]3[CH:24]=[CH:25][C:20]([C:19]([F:30])([F:29])[F:18])=[CH:21][CH:22]=3)=[CH:14][CH:15]=2)[CH:10]=[CH:9]1)[C:2]1[CH:7]=[CH:6][CH:5]=[CH:4][CH:3]=1. The yield is 0.120. (2) The reactants are [CH3:1][C:2]1[C:6]([CH2:7][N:8]2[CH:12]=[C:11]([N:13]3[C:17](=[O:18])[N:16]([CH3:19])[NH:15][C:14]3=[O:20])[CH:10]=[N:9]2)=[C:5]([CH3:21])[O:4][N:3]=1.C(N(CC)CC)C.[CH2:29](Br)[C:30]1[CH:35]=[CH:34][CH:33]=[CH:32][CH:31]=1. The catalyst is C(#N)C. The product is [CH2:29]([N:15]1[C:14](=[O:20])[N:13]([C:11]2[CH:10]=[N:9][N:8]([CH2:7][C:6]3[C:2]([CH3:1])=[N:3][O:4][C:5]=3[CH3:21])[CH:12]=2)[C:17](=[O:18])[N:16]1[CH3:19])[C:30]1[CH:35]=[CH:34][CH:33]=[CH:32][CH:31]=1. The yield is 0.200. (3) The reactants are P([O:13][CH:14]1[CH2:19][CH2:18][CH2:17][N:16]([CH2:20][CH2:21][CH2:22][O:23][C:24]2[CH:33]=[C:32]3[C:27]([C:28]([NH:34][C:35]4[CH:39]=[C:38]([CH2:40][C:41]([NH:43][C:44]5[CH:49]=[CH:48][CH:47]=[C:46]([F:50])[CH:45]=5)=[O:42])[NH:37][N:36]=4)=[N:29][CH:30]=[N:31]3)=[CH:26][C:25]=2[O:51][CH3:52])[CH2:15]1)(OC(C)(C)C)(OC(C)(C)C)=O.N1CCCC(O)C1. No catalyst specified. The product is [F:50][C:46]1[CH:45]=[C:44]([NH:43][C:41](=[O:42])[CH2:40][C:38]2[NH:37][N:36]=[C:35]([NH:34][C:28]3[C:27]4[C:32](=[CH:33][C:24]([O:23][CH2:22][CH2:21][CH2:20][N:16]5[CH2:17][CH2:18][CH2:19][CH:14]([OH:13])[CH2:15]5)=[C:25]([O:51][CH3:52])[CH:26]=4)[N:31]=[CH:30][N:29]=3)[CH:39]=2)[CH:49]=[CH:48][CH:47]=1. The yield is 0.470.